From a dataset of Forward reaction prediction with 1.9M reactions from USPTO patents (1976-2016). Predict the product of the given reaction. (1) Given the reactants [C:1](O)([C:3](F)(F)F)=[O:2].[NH2:8][CH2:9][CH2:10][CH2:11][C@:12]([C@@H:21]1[CH2:26][CH2:25][CH2:24][N:23]([C:27]([O:29][C:30]([CH3:33])([CH3:32])[CH3:31])=[O:28])[CH2:22]1)([C:14]1[CH:19]=[CH:18][CH:17]=[C:16]([Cl:20])[CH:15]=1)[OH:13].C(N(CC)CC)C.C(OC(=O)C)(=O)C, predict the reaction product. The product is: [C:1]([NH:8][CH2:9][CH2:10][CH2:11][C@:12]([C@@H:21]1[CH2:26][CH2:25][CH2:24][N:23]([C:27]([O:29][C:30]([CH3:33])([CH3:32])[CH3:31])=[O:28])[CH2:22]1)([C:14]1[CH:19]=[CH:18][CH:17]=[C:16]([Cl:20])[CH:15]=1)[OH:13])(=[O:2])[CH3:3]. (2) The product is: [NH2:12][C:5]1([C:8]([O:10][CH3:11])=[O:9])[CH2:4][CH2:3][C:2](=[O:1])[CH2:7][CH2:6]1. Given the reactants [O:1]=[C:2]1[CH2:7][CH2:6][C:5]([NH:12]C(OCC2C=CC=CC=2)=O)([C:8]([O:10][CH3:11])=[O:9])[CH:4]=[CH:3]1, predict the reaction product. (3) Given the reactants [F:1][C:2]1[CH:7]=[C:6]([F:8])[C:5]([F:9])=[CH:4][C:3]=1[CH:10]1[CH2:15][CH:14]([C:16]([O:18]C)=[O:17])[CH2:13][CH2:12][N:11]1[C:20]([O:22][CH3:23])=[O:21].[Br-].[Li+].C(N(CC)CC)C.CC(OC)(C)C, predict the reaction product. The product is: [CH3:23][O:22][C:20]([N:11]1[CH2:12][CH2:13][CH:14]([C:16]([OH:18])=[O:17])[CH2:15][CH:10]1[C:3]1[CH:4]=[C:5]([F:9])[C:6]([F:8])=[CH:7][C:2]=1[F:1])=[O:21]. (4) The product is: [CH3:15][C:16]1([CH2:17][CH3:18])[NH:13][C:9](=[O:12])[NH:7][C:6]1=[O:2]. Given the reactants S(=O)(O)[O-:2].[Na+].[C-:6]#[N:7].[Na+].[C:9](=[O:12])([O-])[O-].[NH4+:13].[NH4+].[CH3:15][C:16](=O)[CH2:17][CH3:18], predict the reaction product. (5) Given the reactants [OH:1][C@@H:2]1[C@@H:6]([CH:7]=[CH2:8])[CH2:5][N:4]([C:9]([O:11][CH2:12][C:13]2[CH:18]=[CH:17][CH:16]=[CH:15][CH:14]=2)=[O:10])[CH2:3]1.[H-].[Na+].[CH3:21]I, predict the reaction product. The product is: [CH2:12]([O:11][C:9]([N:4]1[CH2:5][C@H:6]([CH:7]=[CH2:8])[C@@H:2]([O:1][CH3:21])[CH2:3]1)=[O:10])[C:13]1[CH:14]=[CH:15][CH:16]=[CH:17][CH:18]=1. (6) Given the reactants ClC(N(C)C)=C(C)C.[N:9]1([C:13]([C:15]2[N:20]=[CH:19][C:18]([O:21][C:22]3[CH:23]=[C:24]([CH:28]=[C:29]([O:31][C@H:32]4[CH2:36][CH2:35][O:34][CH2:33]4)[CH:30]=3)[C:25](O)=[O:26])=[CH:17][CH:16]=2)=[O:14])[CH2:12][CH2:11][CH2:10]1.[NH2:37][C:38]1[CH:43]=[N:42][C:41]([CH3:44])=[CH:40][N:39]=1.N1C=CC=CC=1, predict the reaction product. The product is: [N:9]1([C:13]([C:15]2[N:20]=[CH:19][C:18]([O:21][C:22]3[CH:23]=[C:24]([CH:28]=[C:29]([O:31][C@H:32]4[CH2:36][CH2:35][O:34][CH2:33]4)[CH:30]=3)[C:25]([NH:37][C:38]3[CH:43]=[N:42][C:41]([CH3:44])=[CH:40][N:39]=3)=[O:26])=[CH:17][CH:16]=2)=[O:14])[CH2:10][CH2:11][CH2:12]1.